Dataset: Catalyst prediction with 721,799 reactions and 888 catalyst types from USPTO. Task: Predict which catalyst facilitates the given reaction. (1) Reactant: [Cl:1][C:2]1[CH:7]=[CH:6][C:5]([C:8]2[O:9][CH:10]=[C:11]([CH2:13][O:14][C:15]3[N:20]=[C:19]([N:21]([CH3:27])[CH2:22][C:23]([O:25][CH3:26])=[O:24])[C:18]([C:28]#[N:29])=[C:17]([C:30]4[CH:35]=[CH:34][C:33]([O:36][CH2:37][CH2:38][OH:39])=[CH:32][CH:31]=4)[C:16]=3[C:40]#[N:41])[N:12]=2)=[CH:4][CH:3]=1.C(=O)([O-])[O-].[Cs+].[Cs+]. Product: [NH2:29][C:28]1[C:18]2[C:19](=[N:20][C:15]([O:14][CH2:13][C:11]3[N:12]=[C:8]([C:5]4[CH:6]=[CH:7][C:2]([Cl:1])=[CH:3][CH:4]=4)[O:9][CH:10]=3)=[C:16]([C:40]#[N:41])[C:17]=2[C:30]2[CH:31]=[CH:32][C:33]([O:36][CH2:37][CH2:38][OH:39])=[CH:34][CH:35]=2)[N:21]([CH3:27])[C:22]=1[C:23]([O:25][CH3:26])=[O:24]. The catalyst class is: 10. (2) Reactant: [C:1](Cl)(=[O:3])[CH3:2].[NH2:5][C:6]1[CH:27]=[C:26]([S:28]([CH3:31])(=[O:30])=[O:29])[CH:25]=[CH:24][C:7]=1[C:8]([NH:10][C:11]1[CH:16]=[CH:15][C:14]([Cl:17])=[C:13]([C:18]2[CH:23]=[CH:22][CH:21]=[CH:20][N:19]=2)[CH:12]=1)=[O:9]. Product: [C:1]([NH:5][C:6]1[CH:27]=[C:26]([S:28]([CH3:31])(=[O:30])=[O:29])[CH:25]=[CH:24][C:7]=1[C:8]([NH:10][C:11]1[CH:16]=[CH:15][C:14]([Cl:17])=[C:13]([C:18]2[CH:23]=[CH:22][CH:21]=[CH:20][N:19]=2)[CH:12]=1)=[O:9])(=[O:3])[CH3:2]. The catalyst class is: 17. (3) Reactant: [Br:1][C:2]1[CH:3]=[C:4]2[C:9](=[CH:10][CH:11]=1)[NH:8][C:7](=[O:12])[CH2:6][CH2:5]2.[CH3:13]C(C)([O-])C.[K+].CI.Cl. Product: [Br:1][C:2]1[CH:3]=[C:4]2[C:9](=[CH:10][CH:11]=1)[N:8]([CH3:13])[C:7](=[O:12])[CH2:6][CH2:5]2. The catalyst class is: 31. (4) Reactant: [NH:1]1[C:5]2[CH:6]=[CH:7][CH:8]=[CH:9][C:4]=2[N:3]=[C:2]1[C:10]([OH:12])=O.CN(C(ON1N=NC2C=CC=NC1=2)=[N+](C)C)C.F[P-](F)(F)(F)(F)F.Cl.[NH:38]1[CH2:41][CH:40]([C:42]2[C:47]([C:48]3[CH:53]=[CH:52][CH:51]=[CH:50][CH:49]=3)=[CH:46][CH:45]=[CH:44][N:43]=2)[CH2:39]1. Product: [NH:3]1[C:4]2[CH:9]=[CH:8][CH:7]=[CH:6][C:5]=2[N:1]=[C:2]1[C:10]([N:38]1[CH2:39][CH:40]([C:42]2[C:47]([C:48]3[CH:53]=[CH:52][CH:51]=[CH:50][CH:49]=3)=[CH:46][CH:45]=[CH:44][N:43]=2)[CH2:41]1)=[O:12]. The catalyst class is: 18. (5) Reactant: C[O:2][C:3]1[CH:4]=[C:5]([C:10]([C@@H:12]2[C@:21]3([CH3:22])[C@H:16]([C:17]([CH3:24])([CH3:23])[CH2:18][CH2:19][CH2:20]3)[CH2:15][C@@H:14]([OH:25])[C@@H:13]2[CH3:26])=[O:11])[CH:6]=[C:7]([CH3:9])[CH:8]=1. Product: [OH:2][C:3]1[CH:4]=[C:5]([C:10]([CH:12]2[C@:21]3([CH3:22])[C@H:16]([C:17]([CH3:24])([CH3:23])[CH2:18][CH2:19][CH2:20]3)[CH2:15][C@@H:14]([OH:25])[C@@H:13]2[CH3:26])=[O:11])[CH:6]=[C:7]([CH3:9])[CH:8]=1. The catalyst class is: 37. (6) Reactant: [CH3:1][O:2][CH2:3][C@H:4]1[CH2:8][CH2:7][CH2:6][N:5]1[S:9]([C:12]1[CH:20]=[CH:19][C:18]2[N:17]3[CH2:21][C:22]([CH3:26])([CH3:25])[CH2:23][N:24]=[C:16]3[C:15]3(OCCC[O:27]3)[C:14]=2[CH:13]=1)(=[O:11])=[O:10]. Product: [CH3:1][O:2][CH2:3][C@H:4]1[CH2:8][CH2:7][CH2:6][N:5]1[S:9]([C:12]1[CH:20]=[CH:19][C:18]2[N:17]3[CH2:21][C:22]([CH3:25])([CH3:26])[CH2:23][N:24]=[C:16]3[C:15](=[O:27])[C:14]=2[CH:13]=1)(=[O:11])=[O:10]. The catalyst class is: 82. (7) Reactant: [F:1][C:2]1[CH:3]=[CH:4][CH:5]=[C:6]2[C:11]=1[N:10]=[C:9]([C:12]([NH:14][C@H:15]1[CH2:20][CH2:19][O:18][CH2:17][C@@H:16]1[OH:21])=[O:13])[CH:8]=[C:7]2[CH2:22][C:23]1[CH:24]=[N:25][C:26]([O:29]C)=[CH:27][CH:28]=1.I[Si](C)(C)C. Product: [F:1][C:2]1[CH:3]=[CH:4][CH:5]=[C:6]2[C:11]=1[N:10]=[C:9]([C:12]([NH:14][C@H:15]1[CH2:20][CH2:19][O:18][CH2:17][C@@H:16]1[OH:21])=[O:13])[CH:8]=[C:7]2[CH2:22][C:23]1[CH:24]=[N:25][C:26]([OH:29])=[CH:27][CH:28]=1. The catalyst class is: 2.